From a dataset of HIV replication inhibition screening data with 41,000+ compounds from the AIDS Antiviral Screen. Binary Classification. Given a drug SMILES string, predict its activity (active/inactive) in a high-throughput screening assay against a specified biological target. (1) The compound is Cl.Nc1nccc(NCC2(CO)CC(CCc3ccccc3)C2)n1. The result is 0 (inactive). (2) The compound is Cc1nnc(N)nc1C=Cc1cccs1. The result is 0 (inactive).